This data is from Reaction yield outcomes from USPTO patents with 853,638 reactions. The task is: Predict the reaction yield, written as a fraction of the theoretical maximum amount of product (1.0 means a 100% yield; for example, 0.34 means a 34% yield). (1) The reactants are [CH2:1]([O:8][C:9]1[CH:10]=[C:11]2[C:15](=[CH:16][CH:17]=1)[NH:14][C:13]([C:18]([O:20][CH2:21][CH3:22])=[O:19])=[CH:12]2)[C:2]1[CH:7]=[CH:6][CH:5]=[CH:4][CH:3]=1.[C:23]([O:27][C:28]([N:30]1[CH2:34][C@@H:33]([CH3:35])OS1(=O)=O)=[O:29])([CH3:26])([CH3:25])[CH3:24].CC(C)([O-])C.[K+]. No catalyst specified. The product is [CH2:21]([O:20][C:18]([C:13]1[N:14]([C@@H:33]([CH3:35])[CH2:34][NH:30][C:28]([O:27][C:23]([CH3:26])([CH3:25])[CH3:24])=[O:29])[C:15]2[C:11]([CH:12]=1)=[CH:10][C:9]([O:8][CH2:1][C:2]1[CH:3]=[CH:4][CH:5]=[CH:6][CH:7]=1)=[CH:17][CH:16]=2)=[O:19])[CH3:22]. The yield is 1.00. (2) The reactants are [C:1]([C:4]1[C:9](=[O:10])[C:8]([O:11][CH3:12])=[CH:7][N:6]([C:13]2[CH:18]=[C:17]([F:19])[C:16]([N:20]3[CH2:25][CH2:24][O:23][CH2:22][CH2:21]3)=[CH:15][C:14]=2[F:26])[N:5]=1)(=O)[CH3:2].[CH3:27]OC(OC)N(C)C.[C:35]1([NH:41][NH2:42])[CH:40]=[CH:39][CH:38]=[CH:37][CH:36]=1. The catalyst is CCOC(C)=O. The product is [F:26][C:14]1[CH:15]=[C:16]([N:20]2[CH2:25][CH2:24][O:23][CH2:22][CH2:21]2)[C:17]([F:19])=[CH:18][C:13]=1[N:6]1[CH:7]=[C:8]([O:11][CH3:12])[C:9](=[O:10])[C:4]([C:1]2[N:41]([C:35]3[CH:40]=[CH:39][CH:38]=[CH:37][CH:36]=3)[N:42]=[CH:27][CH:2]=2)=[N:5]1. The yield is 0.360. (3) The reactants are Br[C:2]1[C:3]([F:19])=[CH:4][C:5]2[O:11][CH2:10][CH2:9][N:8]3[CH:12]=[C:13]([C:15]([NH2:17])=[O:16])[N:14]=[C:7]3[C:6]=2[CH:18]=1.[CH3:20][C:21]([OH:25])([C:23]#[CH:24])[CH3:22]. The product is [F:19][C:3]1[C:2]([C:24]#[C:23][C:21]([OH:25])([CH3:22])[CH3:20])=[CH:18][C:6]2[C:7]3[N:8]([CH:12]=[C:13]([C:15]([NH2:17])=[O:16])[N:14]=3)[CH2:9][CH2:10][O:11][C:5]=2[CH:4]=1. No catalyst specified. The yield is 0.830.